This data is from Forward reaction prediction with 1.9M reactions from USPTO patents (1976-2016). The task is: Predict the product of the given reaction. (1) Given the reactants C1C=C(Cl)C=C(C(OO)=[O:9])C=1.[F:12][CH2:13][CH:14]([CH2:18][F:19])[CH2:15][CH:16]=[CH2:17], predict the reaction product. The product is: [F:12][CH2:13][CH:14]([CH2:18][F:19])[CH2:15][CH:16]1[CH2:17][O:9]1. (2) Given the reactants [CH:1]1([N:4]2[CH2:9][CH2:8][N:7]([C:10]([O:12]C(C)(C)C)=O)[CH2:6][CH2:5]2)[CH2:3][CH2:2]1.[N:17]1([C:23](OC(C)(C)C)=O)[CH2:22][CH2:21]N[CH2:19][CH2:18]1.C(O[C:33]1(O[Si](C)(C)C)[CH2:35][CH2:34]1)C.[BH3-]C#N.[Na+].[OH-:45].[Na+].O1C[CH2:50][CH2:49][CH2:48]1, predict the reaction product. The product is: [CH:1]1([N:4]2[CH2:5][CH2:6][N:7]([C:10]([C:34]3[CH:35]=[CH:33][C:50]([CH2:23][N:17]4[CH2:18][CH2:19][O:45][CH2:21][CH2:22]4)=[CH:49][CH:48]=3)=[O:12])[CH2:8][CH2:9]2)[CH2:2][CH2:3]1. (3) Given the reactants [C:1]([N:5]1[CH2:30][CH2:29][CH2:28][C:8]2[C:9]([C:23]3[S:24][CH:25]=[CH:26][CH:27]=3)=[C:10]3[C:19]4[CH:18]=[C:17](Br)[C:16]([O:21][CH3:22])=[CH:15][C:14]=4[CH2:13][CH2:12][N:11]3[C:7]=2[C:6]1=[O:31])([CH3:4])([CH3:3])[CH3:2].[C:32]([NH2:37])(=[O:36])[CH:33]([CH3:35])[CH3:34].[O-]P([O-])([O-])=O.[K+].[K+].[K+].C(P(C(C)(C)C)C1C(C)=C(C)C(C)=C(C)C=1C1C(C(C)C)=CC(C(C)C)=CC=1C(C)C)(C)(C)C, predict the reaction product. The product is: [C:1]([N:5]1[CH2:30][CH2:29][CH2:28][C:8]2[C:9]([C:23]3[S:24][CH:25]=[CH:26][CH:27]=3)=[C:10]3[C:19]4[CH:18]=[C:17]([NH:37][C:32](=[O:36])[CH:33]([CH3:35])[CH3:34])[C:16]([O:21][CH3:22])=[CH:15][C:14]=4[CH2:13][CH2:12][N:11]3[C:7]=2[C:6]1=[O:31])([CH3:4])([CH3:3])[CH3:2]. (4) Given the reactants [C:1]([C:5]1[CH:10]=[CH:9][C:8](B(O)O)=[CH:7][CH:6]=1)([CH3:4])([CH3:3])[CH3:2].I[C:15]1[CH:25]=[CH:24][CH:23]=[CH:22][C:16]=1[C:17]([O:19][CH2:20][CH3:21])=[O:18].C([O-])([O-])=O.[Cs+].[Cs+], predict the reaction product. The product is: [C:1]([C:5]1[CH:10]=[CH:9][C:8]([C:15]2[C:16]([C:17]([O:19][CH2:20][CH3:21])=[O:18])=[CH:22][CH:23]=[CH:24][CH:25]=2)=[CH:7][CH:6]=1)([CH3:4])([CH3:3])[CH3:2]. (5) The product is: [Br:11][C:9]1[CH:8]=[CH:7][C:5]2[N:6]=[C:2]([N:12]3[CH2:17][CH2:16][NH:15][CH2:14][CH2:13]3)[S:3][C:4]=2[CH:10]=1. Given the reactants Cl[C:2]1[S:3][C:4]2[CH:10]=[C:9]([Br:11])[CH:8]=[CH:7][C:5]=2[N:6]=1.[NH:12]1[CH2:17][CH2:16][NH:15][CH2:14][CH2:13]1.C(=O)(O)[O-].[Na+], predict the reaction product. (6) Given the reactants [Br:1][C:2]1[CH:3]=[C:4]2[C:8](=[CH:9][CH:10]=1)[NH:7][C:6](=[O:11])[CH2:5]2.[N:12]1[CH:17]=[CH:16][CH:15]=[C:14](/[CH:18]=[CH:19]/[C:20]2[C:28]3[C:23](=[CH:24][C:25]([CH:29]=O)=[CH:26][CH:27]=3)[NH:22][N:21]=2)[CH:13]=1, predict the reaction product. The product is: [Br:1][C:2]1[CH:3]=[C:4]2[C:8](=[CH:9][CH:10]=1)[NH:7][C:6](=[O:11])[C:5]2=[CH:29][C:25]1[CH:24]=[C:23]2[C:28]([C:20](/[CH:19]=[CH:18]/[C:14]3[CH:13]=[N:12][CH:17]=[CH:16][CH:15]=3)=[N:21][NH:22]2)=[CH:27][CH:26]=1.